Dataset: Reaction yield outcomes from USPTO patents with 853,638 reactions. Task: Predict the reaction yield, written as a fraction of the theoretical maximum amount of product (1.0 means a 100% yield; for example, 0.34 means a 34% yield). The reactants are [C:1]([C:3]1[C:4]([O:13][CH2:14][CH2:15][OH:16])=[N:5][NH:6][C:7]=1[N:8]=[CH:9][N:10](C)C)#[N:2].[CH3:17][C:18]1[CH:19]=[C:20]([CH:22]=[CH:23][C:24]=1[O:25][C:26]1[CH:27]=[N:28][C:29]([CH3:32])=[CH:30][CH:31]=1)N. No catalyst specified. The product is [CH3:17][C:18]1[CH:19]=[C:20]([NH:2][C:1]2[N:10]=[CH:9][N:8]=[C:7]3[NH:6][N:5]=[C:4]([O:13][CH2:14][CH2:15][OH:16])[C:3]=23)[CH:22]=[CH:23][C:24]=1[O:25][C:26]1[CH:27]=[N:28][C:29]([CH3:32])=[CH:30][CH:31]=1. The yield is 0.820.